Dataset: Forward reaction prediction with 1.9M reactions from USPTO patents (1976-2016). Task: Predict the product of the given reaction. (1) Given the reactants [CH3:1][CH:2]1[N:7]([C:8]2[C:17]3[C:12](=[CH:13][C:14]([S:18](=[O:27])(=[O:26])[NH:19][C:20]4[CH:25]=[CH:24][N:23]=[CH:22][N:21]=4)=[CH:15][CH:16]=3)[CH:11]=[CH:10][N:9]=2)[CH2:6][CH2:5][N:4](C(OC(C)(C)C)=O)[CH2:3]1.[C:35]([OH:41])([C:37]([F:40])([F:39])[F:38])=[O:36], predict the reaction product. The product is: [F:38][C:37]([F:40])([F:39])[C:35]([OH:41])=[O:36].[CH3:1][CH:2]1[CH2:3][NH:4][CH2:5][CH2:6][N:7]1[C:8]1[C:17]2[C:12](=[CH:13][C:14]([S:18]([NH:19][C:20]3[CH:25]=[CH:24][N:23]=[CH:22][N:21]=3)(=[O:27])=[O:26])=[CH:15][CH:16]=2)[CH:11]=[CH:10][N:9]=1. (2) Given the reactants Br[CH2:2][CH2:3]C.[CH2:5]([O:12][C@@H:13]1[CH2:18][CH2:17][C@H:16]([C:19](=[O:21])[CH3:20])[CH2:15][CH2:14]1)[C:6]1[CH:11]=[CH:10][CH:9]=[CH:8][CH:7]=1, predict the reaction product. The product is: [CH2:5]([O:12][C@@H:13]1[CH2:18][CH2:17][C@H:16]([C:19](=[O:21])[CH2:20][CH2:2][CH3:3])[CH2:15][CH2:14]1)[C:6]1[CH:11]=[CH:10][CH:9]=[CH:8][CH:7]=1. (3) Given the reactants C[O-].[Na+].[CH:4]([C:7]1[CH:12]=[CH:11][CH:10]=[C:9]([CH:13]([CH3:15])[CH3:14])[C:8]=1[NH:16][C:17]([CH2:19][N:20]1[C:24](=[O:25])[C:23]2([CH2:30][CH2:29][CH:28]([O:31]C(=O)N)[CH2:27][CH2:26]2)[N:22]([C:35]2[CH:40]=[CH:39][C:38]([CH3:41])=[CH:37][CH:36]=2)[C:21]1=[O:42])=[O:18])([CH3:6])[CH3:5], predict the reaction product. The product is: [CH:13]([C:9]1[CH:10]=[CH:11][CH:12]=[C:7]([CH:4]([CH3:6])[CH3:5])[C:8]=1[NH:16][C:17](=[O:18])[CH2:19][N:20]1[C:24](=[O:25])[C:23]2([CH2:30][CH2:29][CH:28]([OH:31])[CH2:27][CH2:26]2)[N:22]([C:35]2[CH:36]=[CH:37][C:38]([CH3:41])=[CH:39][CH:40]=2)[C:21]1=[O:42])([CH3:14])[CH3:15]. (4) Given the reactants [Cl:1]N1C(=O)CCC1=O.[Cl:9][C:10]1[CH:25]=[CH:24][C:13]([CH2:14][N:15]2[C:20]([CH3:21])=[CH:19][C:18]([OH:22])=[CH:17][C:16]2=[O:23])=[CH:12][C:11]=1[O:26][CH3:27], predict the reaction product. The product is: [Cl:1][C:17]1[C:16](=[O:23])[N:15]([CH2:14][C:13]2[CH:24]=[CH:25][C:10]([Cl:9])=[C:11]([O:26][CH3:27])[CH:12]=2)[C:20]([CH3:21])=[CH:19][C:18]=1[OH:22]. (5) Given the reactants Cl.[CH2:2]([O:9][C:10](=[O:18])[CH:11]([NH2:17])[C:12](=[O:16])[C:13]([CH3:15])=[CH2:14])[C:3]1[CH:8]=[CH:7][CH:6]=[CH:5][CH:4]=1.[F:19][C:20]1[CH:28]=[CH:27][C:23]([C:24](Cl)=[O:25])=[CH:22][CH:21]=1, predict the reaction product. The product is: [CH2:2]([O:9][C:10](=[O:18])[CH:11]([NH:17][C:24](=[O:25])[C:23]1[CH:27]=[CH:28][C:20]([F:19])=[CH:21][CH:22]=1)[C:12](=[O:16])[C:13]([CH3:15])=[CH2:14])[C:3]1[CH:8]=[CH:7][CH:6]=[CH:5][CH:4]=1. (6) Given the reactants [Cl:1][C:2]1[CH:10]=[CH:9][C:5]([C:6]([OH:8])=[O:7])=[CH:4][CH:3]=1.[Cl:11][S:12](O)(=[O:14])=[O:13], predict the reaction product. The product is: [Cl:1][C:2]1[CH:10]=[CH:9][C:5]([C:6]([OH:8])=[O:7])=[CH:4][C:3]=1[S:12]([Cl:11])(=[O:14])=[O:13]. (7) Given the reactants [Br:1][C:2]1[C:3]([F:12])=[C:4]2[C:10]([NH2:11])=[CH:9][NH:8][C:5]2=[N:6][CH:7]=1.[O:13]1[CH2:17][CH2:16][CH:15]([C:18](O)=[O:19])[CH2:14]1.C(N(CC)CC)C.C1N(P(Cl)(N2C(=O)OCC2)=O)C(=O)OC1.O.[OH-].[Li+], predict the reaction product. The product is: [Br:1][C:2]1[C:3]([F:12])=[C:4]2[C:10]([NH:11][C:18]([CH:15]3[CH2:16][CH2:17][O:13][CH2:14]3)=[O:19])=[CH:9][NH:8][C:5]2=[N:6][CH:7]=1.